This data is from Forward reaction prediction with 1.9M reactions from USPTO patents (1976-2016). The task is: Predict the product of the given reaction. Given the reactants [F:1][C:2]([F:31])([F:30])[CH2:3][NH:4][C:5]([C:7]1([CH2:20][CH2:21][CH2:22][CH2:23][N:24]2[CH2:29][CH2:28][NH:27][CH2:26][CH2:25]2)[C:19]2[CH:18]=[CH:17][CH:16]=[CH:15][C:14]=2[C:13]2[C:8]1=[CH:9][CH:10]=[CH:11][CH:12]=2)=[O:6].[C:32]1([CH3:42])[C:33]([S:38](Cl)(=[O:40])=[O:39])=[CH:34][CH:35]=[CH:36][CH:37]=1, predict the reaction product. The product is: [F:31][C:2]([F:30])([F:1])[CH2:3][NH:4][C:5]([C:7]1([CH2:20][CH2:21][CH2:22][CH2:23][N:24]2[CH2:25][CH2:26][N:27]([S:38]([C:33]3[C:32]([CH3:42])=[CH:37][CH:36]=[CH:35][CH:34]=3)(=[O:40])=[O:39])[CH2:28][CH2:29]2)[C:8]2[CH:9]=[CH:10][CH:11]=[CH:12][C:13]=2[C:14]2[C:19]1=[CH:18][CH:17]=[CH:16][CH:15]=2)=[O:6].